From a dataset of Full USPTO retrosynthesis dataset with 1.9M reactions from patents (1976-2016). Predict the reactants needed to synthesize the given product. Given the product [C:37]([N:23]1[C:24]2[C:29](=[CH:28][CH:27]=[CH:26][CH:25]=2)[CH:21]([CH2:20][CH2:19][CH2:18][CH2:17][N:14]2[CH2:13][CH:12]=[C:11]([C:6]3[C:5]4[C:9](=[CH:10][C:2]([Cl:1])=[CH:3][CH:4]=4)[NH:8][CH:7]=3)[CH2:16][CH2:15]2)[CH2:22]1)(=[O:39])[CH3:38], predict the reactants needed to synthesize it. The reactants are: [Cl:1][C:2]1[CH:10]=[C:9]2[C:5]([C:6]([C:11]3[CH2:12][CH2:13][N:14]([CH2:17][CH2:18][CH2:19][CH2:20][CH:21]4[C:29]5[C:24](=[CH:25][CH:26]=[CH:27][CH:28]=5)[NH:23][CH2:22]4)[CH2:15][CH:16]=3)=[CH:7][NH:8]2)=[CH:4][CH:3]=1.C(N(CC)CC)C.[C:37](Cl)(=[O:39])[CH3:38].